Dataset: Catalyst prediction with 721,799 reactions and 888 catalyst types from USPTO. Task: Predict which catalyst facilitates the given reaction. (1) Reactant: Br[C:2]1[N:3]=[C:4]2[C:10]([C:11]([NH:13][C:14]([CH3:17])([CH3:16])[CH3:15])=[O:12])=[CH:9][N:8]([CH2:18][O:19][CH2:20][CH2:21][Si:22]([CH3:25])([CH3:24])[CH3:23])[C:5]2=[N:6][CH:7]=1.[CH3:26][N:27]1[C:35]2[CH2:34][CH2:33][CH2:32][CH2:31][C:30]=2[C:29]([Sn](CCCC)(CCCC)CCCC)=[N:28]1. Product: [C:14]([NH:13][C:11]([C:10]1[C:4]2[C:5](=[N:6][CH:7]=[C:2]([C:29]3[C:30]4[CH2:31][CH2:32][CH2:33][CH2:34][C:35]=4[N:27]([CH3:26])[N:28]=3)[N:3]=2)[N:8]([CH2:18][O:19][CH2:20][CH2:21][Si:22]([CH3:25])([CH3:24])[CH3:23])[CH:9]=1)=[O:12])([CH3:17])([CH3:16])[CH3:15]. The catalyst class is: 441. (2) Reactant: [NH2:1][C:2]1[CH:3]=[CH:4][CH:5]=[C:6]2[C:11]=1[N:10]=[CH:9][CH:8]=[CH:7]2.[Cl:12][C:13]1[CH:18]=[CH:17][CH:16]=[C:15]([Cl:19])[C:14]=1[S:20](Cl)(=[O:22])=[O:21]. Product: [Cl:12][C:13]1[CH:18]=[CH:17][CH:16]=[C:15]([Cl:19])[C:14]=1[S:20]([NH:1][C:2]1[CH:3]=[CH:4][CH:5]=[C:6]2[C:11]=1[N:10]=[CH:9][CH:8]=[CH:7]2)(=[O:22])=[O:21]. The catalyst class is: 142. (3) Product: [Br:29][C:30]1[CH:31]=[C:32]2[C:37](=[CH:38][CH:39]=1)[C:36]([CH2:40][N:5]1[C:4](=[O:20])[C@@H:3]([NH:21][C:22](=[O:28])[O:23][C:24]([CH3:27])([CH3:26])[CH3:25])[C@H:2]([CH3:1])[N:8]([C:9](=[O:15])[CH2:10][S:11]([CH3:14])(=[O:13])=[O:12])[C:7]3[CH:16]=[CH:17][CH:18]=[CH:19][C:6]1=3)=[C:35]([O:42][CH3:43])[CH:34]=[CH:33]2. The catalyst class is: 31. Reactant: [CH3:1][C@@H:2]1[N:8]([C:9](=[O:15])[CH2:10][S:11]([CH3:14])(=[O:13])=[O:12])[C:7]2[CH:16]=[CH:17][CH:18]=[CH:19][C:6]=2[NH:5][C:4](=[O:20])[C@H:3]1[NH:21][C:22](=[O:28])[O:23][C:24]([CH3:27])([CH3:26])[CH3:25].[Br:29][C:30]1[CH:31]=[C:32]2[C:37](=[CH:38][CH:39]=1)[C:36]([CH2:40]Cl)=[C:35]([O:42][CH3:43])[CH:34]=[CH:33]2.C(=O)([O-])[O-].[Cs+].[Cs+].[I-].[Na+]. (4) Reactant: [C:1]([C:3]1[CH:8]=[CH:7][C:6]([N:9]2[CH2:13][CH2:12][C@H:11]([O:14][C:15]3[CH:16]=[C:17]([CH:21]=[CH:22][CH:23]=3)[C:18]([OH:20])=O)[CH2:10]2)=[CH:5][CH:4]=1)#[N:2].C(Cl)CCl.C1C=CC2N(O)N=NC=2C=1.[CH3:38][N:39]1[CH2:44][CH2:43][C:42]2[N:45]=[C:46]([NH2:48])[S:47][C:41]=2[CH2:40]1. Product: [C:1]([C:3]1[CH:8]=[CH:7][C:6]([N:9]2[CH2:13][CH2:12][C@H:11]([O:14][C:15]3[CH:16]=[C:17]([CH:21]=[CH:22][CH:23]=3)[C:18]([NH:48][C:46]3[S:47][C:41]4[CH2:40][N:39]([CH3:38])[CH2:44][CH2:43][C:42]=4[N:45]=3)=[O:20])[CH2:10]2)=[CH:5][CH:4]=1)#[N:2]. The catalyst class is: 3. (5) Reactant: [Cl:1][C:2]1[CH:3]=[C:4]([C@H:9]([NH:16]C(=O)OC(C)(C)C)[CH2:10][CH2:11][S:12]([CH3:15])(=[O:14])=[O:13])[CH:5]=[CH:6][C:7]=1[Cl:8].Cl.O1CCOCC1. Product: [ClH:1].[Cl:1][C:2]1[CH:3]=[C:4]([C@H:9]([NH2:16])[CH2:10][CH2:11][S:12]([CH3:15])(=[O:14])=[O:13])[CH:5]=[CH:6][C:7]=1[Cl:8]. The catalyst class is: 158. (6) Reactant: [Br:1][C:2]1[CH:7]=[CH:6][C:5]([NH:8][C:9]2[C:10]([C:19]([NH:21][O:22][CH2:23][CH:24]3[CH2:28][O:27]C(C)(C)[O:25]3)=[O:20])=[CH:11][C:12]3[O:16][CH:15]=[N:14][C:13]=3[C:17]=2[F:18])=[C:4]([Cl:31])[CH:3]=1.FC(F)(F)C(O)=O. Product: [Br:1][C:2]1[CH:7]=[CH:6][C:5]([NH:8][C:9]2[C:10]([C:19]([NH:21][O:22][CH2:23][CH:24]([OH:25])[CH2:28][OH:27])=[O:20])=[CH:11][C:12]3[O:16][CH:15]=[N:14][C:13]=3[C:17]=2[F:18])=[C:4]([Cl:31])[CH:3]=1. The catalyst class is: 2. (7) Reactant: C(OC([N:6]1[CH2:11][CH2:10][CH:9]([C:12]2[C:20]3[C:15](=[CH:16][CH:17]=[CH:18][CH:19]=3)[N:14]([CH2:21][CH2:22][C:23]3[CH:27]=[CH:26][S:25][CH:24]=3)[CH:13]=2)[CH2:8][CH2:7]1)=O)C.[OH-].[K+]. Product: [NH:6]1[CH2:11][CH2:10][CH:9]([C:12]2[C:20]3[C:15](=[CH:16][CH:17]=[CH:18][CH:19]=3)[N:14]([CH2:21][CH2:22][C:23]3[CH:27]=[CH:26][S:25][CH:24]=3)[CH:13]=2)[CH2:8][CH2:7]1. The catalyst class is: 32. (8) Reactant: [H-].[Na+].[OH:3][CH:4]1[CH2:9][CH2:8][CH:7]([N:10]([CH3:18])[C:11](=[O:17])[O:12][C:13]([CH3:16])([CH3:15])[CH3:14])[CH2:6][CH2:5]1.[Si:19]([O:26][CH2:27][CH2:28][C@H:29]1[CH2:40][CH2:39][C:38]2[S:37][C:36]3[N:35]=[CH:34][N:33]=[C:32](Cl)[C:31]=3[C:30]1=2)([C:22]([CH3:25])([CH3:24])[CH3:23])([CH3:21])[CH3:20]. Product: [Si:19]([O:26][CH2:27][CH2:28][C@H:29]1[CH2:40][CH2:39][C:38]2[S:37][C:36]3[N:35]=[CH:34][N:33]=[C:32]([O:3][CH:4]4[CH2:9][CH2:8][CH:7]([N:10]([CH3:18])[C:11](=[O:17])[O:12][C:13]([CH3:14])([CH3:15])[CH3:16])[CH2:6][CH2:5]4)[C:31]=3[C:30]1=2)([C:22]([CH3:25])([CH3:23])[CH3:24])([CH3:21])[CH3:20]. The catalyst class is: 1. (9) Reactant: [CH:1]1([CH:7]=O)[CH2:6][CH2:5][CH2:4][CH2:3][CH2:2]1.[NH2:9][C:10]1[CH:15]=[CH:14][CH:13]=[CH:12][CH:11]=1.Cl.[OH-].[Na+]. Product: [CH:1]1([CH:7]([C:13]2[CH:14]=[CH:15][C:10]([NH2:9])=[CH:11][CH:12]=2)[C:13]2[CH:14]=[CH:15][C:10]([NH2:9])=[CH:11][CH:12]=2)[CH2:6][CH2:5][CH2:4][CH2:3][CH2:2]1. The catalyst class is: 13. (10) Reactant: [CH3:1][C:2]1([C:11]([O:13]C)=[O:12])[CH2:6][C:5]2[CH:7]=[CH:8][CH:9]=[CH:10][C:4]=2[O:3]1.[OH-].[K+]. Product: [CH3:1][C:2]1([C:11]([OH:13])=[O:12])[CH2:6][C:5]2[CH:7]=[CH:8][CH:9]=[CH:10][C:4]=2[O:3]1. The catalyst class is: 58.